Dataset: Peptide-MHC class II binding affinity with 134,281 pairs from IEDB. Task: Regression. Given a peptide amino acid sequence and an MHC pseudo amino acid sequence, predict their binding affinity value. This is MHC class II binding data. (1) The peptide sequence is QKEYMERQGKTPLGL. The MHC is DRB5_0101 with pseudo-sequence DRB5_0101. The binding affinity (normalized) is 0.213. (2) The peptide sequence is GRSYAADAGYAPATP. The MHC is HLA-DQA10101-DQB10501 with pseudo-sequence HLA-DQA10101-DQB10501. The binding affinity (normalized) is 0.171. (3) The peptide sequence is LSGDVWDID. The MHC is HLA-DQA10501-DQB10201 with pseudo-sequence HLA-DQA10501-DQB10201. The binding affinity (normalized) is 0.154. (4) The peptide sequence is ANKIVYTVKVEPHTG. The MHC is DRB1_1101 with pseudo-sequence DRB1_1101. The binding affinity (normalized) is 0.0318. (5) The peptide sequence is FARSTIQRLACLQCT. The MHC is H-2-IAd with pseudo-sequence H-2-IAd. The binding affinity (normalized) is 0.0942. (6) The peptide sequence is WWEQEGPEYW. The MHC is HLA-DQA10501-DQB10201 with pseudo-sequence HLA-DQA10501-DQB10201. The binding affinity (normalized) is 0.550.